Dataset: CYP2C19 inhibition data for predicting drug metabolism from PubChem BioAssay. Task: Regression/Classification. Given a drug SMILES string, predict its absorption, distribution, metabolism, or excretion properties. Task type varies by dataset: regression for continuous measurements (e.g., permeability, clearance, half-life) or binary classification for categorical outcomes (e.g., BBB penetration, CYP inhibition). Dataset: cyp2c19_veith. (1) The compound is Nc1nc(N)c(-c2cccc(C(F)(F)F)c2)c(Cc2cccc(C(F)(F)F)c2)n1. The result is 1 (inhibitor). (2) The molecule is O=C(O)[C@H]1CCCC[C@@H]1C(=O)Nc1nc2ccccc2[nH]1. The result is 0 (non-inhibitor). (3) The drug is COc1ccc(/C=C/C(=O)Nc2nc(C)cc(C)n2)cc1OC. The result is 0 (non-inhibitor). (4) The compound is CC(C)NC(=O)N1CC2(CCN(C(=O)c3ccncc3)CC2)C1. The result is 0 (non-inhibitor).